This data is from NCI-60 drug combinations with 297,098 pairs across 59 cell lines. The task is: Regression. Given two drug SMILES strings and cell line genomic features, predict the synergy score measuring deviation from expected non-interaction effect. (1) Drug 1: CC1=C2C(C(=O)C3(C(CC4C(C3C(C(C2(C)C)(CC1OC(=O)C(C(C5=CC=CC=C5)NC(=O)C6=CC=CC=C6)O)O)OC(=O)C7=CC=CC=C7)(CO4)OC(=O)C)O)C)OC(=O)C. Drug 2: N.N.Cl[Pt+2]Cl. Cell line: TK-10. Synergy scores: CSS=21.3, Synergy_ZIP=-5.96, Synergy_Bliss=6.91, Synergy_Loewe=-19.8, Synergy_HSA=1.10. (2) Drug 1: CC(CN1CC(=O)NC(=O)C1)N2CC(=O)NC(=O)C2. Drug 2: C1=CC=C(C(=C1)C(C2=CC=C(C=C2)Cl)C(Cl)Cl)Cl. Cell line: SK-MEL-2. Synergy scores: CSS=21.7, Synergy_ZIP=-5.76, Synergy_Bliss=3.41, Synergy_Loewe=-1.06, Synergy_HSA=1.37. (3) Drug 1: CCC1=CC2CC(C3=C(CN(C2)C1)C4=CC=CC=C4N3)(C5=C(C=C6C(=C5)C78CCN9C7C(C=CC9)(C(C(C8N6C)(C(=O)OC)O)OC(=O)C)CC)OC)C(=O)OC.C(C(C(=O)O)O)(C(=O)O)O. Drug 2: CC1=C2C(C(=O)C3(C(CC4C(C3C(C(C2(C)C)(CC1OC(=O)C(C(C5=CC=CC=C5)NC(=O)C6=CC=CC=C6)O)O)OC(=O)C7=CC=CC=C7)(CO4)OC(=O)C)O)C)OC(=O)C. Cell line: UO-31. Synergy scores: CSS=7.82, Synergy_ZIP=0.185, Synergy_Bliss=-3.72, Synergy_Loewe=0.678, Synergy_HSA=0.680.